From a dataset of Full USPTO retrosynthesis dataset with 1.9M reactions from patents (1976-2016). Predict the reactants needed to synthesize the given product. (1) Given the product [CH2:27]([O:29][C:30](=[O:38])[C:31]1[CH:36]=[CH:35][CH:34]=[CH:33][CH:32]=1)[CH3:28], predict the reactants needed to synthesize it. The reactants are: C(OC(=O)NCC1C=CC(CNC(C2C(Cl)=NC=CC=2)=O)=CC=1)(C)(C)C.[CH2:27]([O:29][C:30](=[O:38])[C:31]1[CH:36]=[CH:35][CH:34]=[C:33](O)[CH:32]=1)[CH3:28].C(=O)([O-])[O-].[Cs+].[Cs+].CN(C)C=O. (2) Given the product [F:18][C:16]1[CH:17]=[C:9]2[C:10]([C:11]([OH:12])=[N:6][CH:5]=[N:7]2)=[CH:14][CH:15]=1, predict the reactants needed to synthesize it. The reactants are: C(O)(=O)C.[CH:5]([NH2:7])=[NH:6].N[C:9]1[CH:17]=[C:16]([F:18])[CH:15]=[CH:14][C:10]=1[C:11](O)=[O:12].